From a dataset of Peptide-MHC class I binding affinity with 185,985 pairs from IEDB/IMGT. Regression. Given a peptide amino acid sequence and an MHC pseudo amino acid sequence, predict their binding affinity value. This is MHC class I binding data. (1) The peptide sequence is SMTIREFPRK. The MHC is HLA-A33:01 with pseudo-sequence HLA-A33:01. The binding affinity (normalized) is 0.183. (2) The peptide sequence is RPASAGAML. The MHC is HLA-A31:01 with pseudo-sequence HLA-A31:01. The binding affinity (normalized) is 0.0847. (3) The peptide sequence is IVQQQQQLL. The MHC is Mamu-A2601 with pseudo-sequence Mamu-A2601. The binding affinity (normalized) is 0.997. (4) The peptide sequence is IPQCRLTPL. The MHC is HLA-A23:01 with pseudo-sequence HLA-A23:01. The binding affinity (normalized) is 0. (5) The MHC is HLA-A02:02 with pseudo-sequence HLA-A02:02. The peptide sequence is ALMDLLMFS. The binding affinity (normalized) is 1.00.